This data is from Catalyst prediction with 721,799 reactions and 888 catalyst types from USPTO. The task is: Predict which catalyst facilitates the given reaction. (1) Product: [Cl:1][C:2]1[CH:7]=[C:6]([NH:8][C:9]2[CH:14]=[CH:13][C:12]([F:15])=[CH:11][C:10]=2[F:16])[CH:5]=[CH:4][C:3]=1[C:17]([C:19]1[CH:24]=[C:23]([C:25]2[N:26]=[N:27][N:28]([CH2:30][CH2:31][OH:32])[CH:29]=2)[CH:22]=[CH:21][C:20]=1[CH3:39])=[O:18]. The catalyst class is: 5. Reactant: [Cl:1][C:2]1[CH:7]=[C:6]([NH:8][C:9]2[CH:14]=[CH:13][C:12]([F:15])=[CH:11][C:10]=2[F:16])[CH:5]=[CH:4][C:3]=1[C:17]([C:19]1[CH:24]=[C:23]([C:25]2[N:26]=[N:27][N:28]([CH2:30][CH2:31][O:32]C3CCCCO3)[CH:29]=2)[CH:22]=[CH:21][C:20]=1[CH3:39])=[O:18].C1(C)C=CC(S(O)(=O)=O)=CC=1.CCOC(C)=O.O. (2) Reactant: [CH3:1][O:2][C:3]1[CH:8]=[CH:7][CH:6]=[CH:5][C:4]=1[N:9]1[CH2:14][CH2:13][N:12]([CH2:15][CH2:16][C:17]([O:19]CC)=O)[CH2:11][CH2:10]1.O.[NH2:23][NH2:24]. Product: [CH3:1][O:2][C:3]1[CH:8]=[CH:7][CH:6]=[CH:5][C:4]=1[N:9]1[CH2:14][CH2:13][N:12]([CH2:15][CH2:16][C:17]([NH:23][NH2:24])=[O:19])[CH2:11][CH2:10]1. The catalyst class is: 8. (3) Reactant: [C:1]1([C:26]2[CH:31]=[CH:30][CH:29]=[CH:28][CH:27]=2)[CH:6]=[CH:5][C:4]([C:7]2[O:8][C:9]([CH3:25])=[C:10]([CH2:12][CH2:13][O:14]S(C3C=CC(C)=CC=3)(=O)=O)[N:11]=2)=[CH:3][CH:2]=1.C([O:34][C:35](=[O:57])[C:36]([CH3:56])([O:45][C:46]1[CH:51]=[CH:50][C:49]([C:52]([CH3:55])([CH3:54])[CH3:53])=[CH:48][CH:47]=1)[CH2:37][C:38]1[CH:43]=[CH:42][C:41](O)=[CH:40][CH:39]=1)C. Product: [C:1]1([C:26]2[CH:31]=[CH:30][CH:29]=[CH:28][CH:27]=2)[CH:2]=[CH:3][C:4]([C:7]2[O:8][C:9]([CH3:25])=[C:10]([CH2:12][CH2:13][O:14][C:41]3[CH:40]=[CH:39][C:38]([CH2:37][C:36]([CH3:56])([O:45][C:46]4[CH:51]=[CH:50][C:49]([C:52]([CH3:55])([CH3:54])[CH3:53])=[CH:48][CH:47]=4)[C:35]([OH:57])=[O:34])=[CH:43][CH:42]=3)[N:11]=2)=[CH:5][CH:6]=1. The catalyst class is: 8. (4) Reactant: Cl[C:2]1[N:7]=[C:6]([NH:8][CH2:9][CH2:10][CH2:11][NH:12][C:13]([C:15]2[CH:19]=[C:18]([C:20]3[CH:25]=[CH:24][CH:23]=[CH:22][CH:21]=3)[O:17][N:16]=2)=[O:14])[CH:5]=[CH:4][N:3]=1.[N-:26]=[N+:27]=[N-:28].[Na+]. Product: [N:26]([C:2]1[N:7]=[C:6]([NH:8][CH2:9][CH2:10][CH2:11][NH:12][C:13]([C:15]2[CH:19]=[C:18]([C:20]3[CH:25]=[CH:24][CH:23]=[CH:22][CH:21]=3)[O:17][N:16]=2)=[O:14])[CH:5]=[CH:4][N:3]=1)=[N+:27]=[N-:28]. The catalyst class is: 14.